This data is from Peptide-MHC class I binding affinity with 185,985 pairs from IEDB/IMGT. The task is: Regression. Given a peptide amino acid sequence and an MHC pseudo amino acid sequence, predict their binding affinity value. This is MHC class I binding data. (1) The peptide sequence is KVRGRLLAL. The binding affinity (normalized) is 0.213. The MHC is HLA-B15:42 with pseudo-sequence HLA-B15:42. (2) The peptide sequence is YTMRHVLEPF. The MHC is HLA-B27:05 with pseudo-sequence HLA-B27:05. The binding affinity (normalized) is 0.0458. (3) The peptide sequence is KLDFIRNTK. The MHC is HLA-B35:01 with pseudo-sequence HLA-B35:01. The binding affinity (normalized) is 0.0847. (4) The peptide sequence is YTKVVPLVY. The MHC is HLA-B46:01 with pseudo-sequence HLA-B46:01. The binding affinity (normalized) is 0.401. (5) The MHC is HLA-B35:01 with pseudo-sequence HLA-B35:01. The binding affinity (normalized) is 0.936. The peptide sequence is VPAMFTAAL. (6) The peptide sequence is MLQGKKASVY. The MHC is HLA-A02:02 with pseudo-sequence HLA-A02:02. The binding affinity (normalized) is 0.0910. (7) The binding affinity (normalized) is 0.0847. The peptide sequence is WLKERLPGF. The MHC is HLA-B15:09 with pseudo-sequence HLA-B15:09. (8) The peptide sequence is AYIDNYNKV. The MHC is HLA-B42:01 with pseudo-sequence HLA-B42:01. The binding affinity (normalized) is 0.